This data is from Reaction yield outcomes from USPTO patents with 853,638 reactions. The task is: Predict the reaction yield, written as a fraction of the theoretical maximum amount of product (1.0 means a 100% yield; for example, 0.34 means a 34% yield). (1) The reactants are [CH3:1][C:2]1[N:7]=[C:6]([SH:8])[N:5]=[C:4]([OH:9])[CH:3]=1.C(=O)([O-])[O-].[K+].[K+].Br[CH2:17][C:18]1[N:22]2[CH:23]=[CH:24][CH:25]=[CH:26][C:21]2=[N:20][C:19]=1[CH3:27]. The catalyst is CN(C=O)C. The product is [CH3:1][C:2]1[N:7]=[C:6]([S:8][CH2:17][C:18]2[N:22]3[CH:23]=[CH:24][CH:25]=[CH:26][C:21]3=[N:20][C:19]=2[CH3:27])[N:5]=[C:4]([OH:9])[CH:3]=1. The yield is 0.160. (2) The reactants are [CH3:1][C@H:2]1[CH2:7][NH:6][C@H:5]([CH3:8])[CH2:4][N:3]1[C@H:9]([C:24]1[CH:36]=[CH:35][C:27]([C:28]([N:30]([CH2:33][CH3:34])[CH2:31][CH3:32])=[O:29])=[CH:26][CH:25]=1)[C:10]1[CH:15]=[CH:14][CH:13]=[C:12]([O:16]S(C(F)(F)F)(=O)=O)[CH:11]=1.[I-].[Na+].C(N(CC)CC)C.[F:46][C:47]1[CH:54]=[CH:53][C:50]([CH2:51]Br)=[CH:49][CH:48]=1.[OH-].[Na+]. The catalyst is C(#N)C. The product is [CH3:1][C@H:2]1[CH2:7][N:6]([CH2:51][C:50]2[CH:53]=[CH:54][C:47]([F:46])=[CH:48][CH:49]=2)[C@H:5]([CH3:8])[CH2:4][N:3]1[C@H:9]([C:24]1[CH:25]=[CH:26][C:27]([C:28]([N:30]([CH2:31][CH3:32])[CH2:33][CH3:34])=[O:29])=[CH:35][CH:36]=1)[C:10]1[CH:15]=[CH:14][CH:13]=[C:12]([OH:16])[CH:11]=1. The yield is 0.840. (3) The reactants are C1C(=O)N([Br:8])C(=O)C1.CC(N=NC(C#N)(C)C)(C#N)C.[Br:21][C:22]1[CH:27]=[C:26]([CH3:28])[CH:25]=[C:24]([O:29][CH3:30])[CH:23]=1. The catalyst is C(Cl)(Cl)(Cl)Cl. The product is [Br:21][C:22]1[CH:23]=[C:24]([O:29][CH3:30])[CH:25]=[C:26]([CH2:28][Br:8])[CH:27]=1. The yield is 0.860. (4) The reactants are C[O:2][C:3](=[O:42])[C:4]1[CH:9]=[CH:8][CH:7]=[C:6]([CH2:10][O:11][C:12]2[CH:17]=[CH:16][C:15]([C:18]([N:20]3[C:29]4[C:24](=[CH:25][CH:26]=[CH:27][CH:28]=4)[C@H:23]([N:30]([C:38](=[O:40])[CH3:39])[C:31]4[CH:36]=[CH:35][C:34]([Cl:37])=[CH:33][CH:32]=4)[CH2:22][C@@H:21]3[CH3:41])=[O:19])=[CH:14][CH:13]=2)[CH:5]=1.[Li+].[OH-]. The catalyst is CO.C1COCC1. The product is [C:38]([N:30]([C:31]1[CH:32]=[CH:33][C:34]([Cl:37])=[CH:35][CH:36]=1)[C@H:23]1[C:24]2[C:29](=[CH:28][CH:27]=[CH:26][CH:25]=2)[N:20]([C:18]([C:15]2[CH:16]=[CH:17][C:12]([O:11][CH2:10][C:6]3[CH:5]=[C:4]([CH:9]=[CH:8][CH:7]=3)[C:3]([OH:42])=[O:2])=[CH:13][CH:14]=2)=[O:19])[C@@H:21]([CH3:41])[CH2:22]1)(=[O:40])[CH3:39]. The yield is 1.00. (5) The reactants are [F:1][C:2]1[CH:19]=[CH:18][C:5]([O:6][C:7]2[N:12]=[CH:11][C:10]([CH2:13][C:14](Cl)=[N:15][OH:16])=[CH:9][CH:8]=2)=[CH:4][CH:3]=1.O1CCCC1.[C:25]([C:27]1[C:28]([NH2:33])=[N:29][CH:30]=[CH:31][CH:32]=1)#[CH:26].C(N(CC)CC)C. The catalyst is O. The product is [F:1][C:2]1[CH:19]=[CH:18][C:5]([O:6][C:7]2[N:12]=[CH:11][C:10]([CH2:13][C:14]3[CH:26]=[C:25]([C:27]4[C:28]([NH2:33])=[N:29][CH:30]=[CH:31][CH:32]=4)[O:16][N:15]=3)=[CH:9][CH:8]=2)=[CH:4][CH:3]=1. The yield is 0.320. (6) The reactants are [OH-].[K+].[C:3]([O:7][CH:8]([C:14]1[C:18]([C:19]2[CH:20]=[CH:21][C:22]3[O:27][CH2:26][CH2:25][CH2:24][C:23]=3[CH:28]=2)=[C:17]([C:29]2[CH:34]=[CH:33][C:32]([F:35])=[CH:31][CH:30]=2)[S:16][C:15]=1[CH3:36])[C:9]([O:11]CC)=[O:10])([CH3:6])([CH3:5])[CH3:4]. The catalyst is CO.O. The product is [C:3]([O:7][CH:8]([C:14]1[C:18]([C:19]2[CH:20]=[CH:21][C:22]3[O:27][CH2:26][CH2:25][CH2:24][C:23]=3[CH:28]=2)=[C:17]([C:29]2[CH:34]=[CH:33][C:32]([F:35])=[CH:31][CH:30]=2)[S:16][C:15]=1[CH3:36])[C:9]([OH:11])=[O:10])([CH3:6])([CH3:5])[CH3:4]. The yield is 0.590.